From a dataset of Full USPTO retrosynthesis dataset with 1.9M reactions from patents (1976-2016). Predict the reactants needed to synthesize the given product. Given the product [CH3:1][CH2:2][CH2:3][CH:4]([C:6]1([CH2:15][CH3:16])[C:13](=[O:14])[NH:12][C:10](=[O:11])[NH:9][C:7]1=[O:8])[CH3:5], predict the reactants needed to synthesize it. The reactants are: [CH3:1][CH2:2][CH2:3][CH:4]([C:6]1([CH2:15][CH3:16])[C:13](=[O:14])[N-:12][C:10](=[O:11])[NH:9][C:7]1=[O:8])[CH3:5].[Na+].[Cl-].